This data is from Forward reaction prediction with 1.9M reactions from USPTO patents (1976-2016). The task is: Predict the product of the given reaction. (1) Given the reactants [CH2:1]([O:3][C:4]([C:6]1[C:7]([OH:18])=[N:8][C:9]2[C:14]([C:15]=1[CH3:16])=[CH:13][CH:12]=[C:11]([F:17])[CH:10]=2)=[O:5])[CH3:2].IC.[CH3:21]COC(C)=O.CCCCCC, predict the reaction product. The product is: [CH2:1]([O:3][C:4]([C:6]1[C:7]([O:18][CH3:21])=[N:8][C:9]2[C:14]([C:15]=1[CH3:16])=[CH:13][CH:12]=[C:11]([F:17])[CH:10]=2)=[O:5])[CH3:2]. (2) Given the reactants [CH2:1]([O:8][C:9]1[C:10]([N+:17]([O-])=O)=[C:11]([CH:14]=[CH:15][CH:16]=1)[NH:12][CH3:13])[C:2]1[CH:7]=[CH:6][CH:5]=[CH:4][CH:3]=1.C(O)C.[ClH:23], predict the reaction product. The product is: [ClH:23].[CH2:1]([O:8][C:9]1[CH:16]=[CH:15][CH:14]=[C:11]([NH:12][CH3:13])[C:10]=1[NH2:17])[C:2]1[CH:3]=[CH:4][CH:5]=[CH:6][CH:7]=1. (3) Given the reactants O=C1CCC(=O)N1O[C:9](=[O:25])[CH2:10][CH2:11][CH2:12][CH2:13][CH2:14][CH2:15][CH2:16][CH2:17][C:18]([O:20][C:21]([CH3:24])([CH3:23])[CH3:22])=[O:19].C(OC([NH:33][CH2:34][CH2:35][CH2:36][O:37][CH2:38][CH2:39][CH2:40][CH2:41][O:42][CH2:43][CH2:44][CH2:45][NH:46][C:47](=[O:53])[CH2:48][CH2:49][C:50]([OH:52])=[O:51])=O)(C)(C)C, predict the reaction product. The product is: [C:21]([O:20][C:18](=[O:19])[CH2:17][CH2:16][CH2:15][CH2:14][CH2:13][CH2:12][CH2:11][CH2:10][C:9](=[O:25])[NH:33][CH2:34][CH2:35][CH2:36][O:37][CH2:38][CH2:39][CH2:40][CH2:41][O:42][CH2:43][CH2:44][CH2:45][NH:46][C:47](=[O:53])[CH2:48][CH2:49][C:50]([OH:52])=[O:51])([CH3:22])([CH3:23])[CH3:24]. (4) Given the reactants CSC(N1C(C2C=CSC=2)CC=N1)=NCC.Cl[C:18]1[CH:19]=[C:20]([S:24]([NH2:27])(=[O:26])=[O:25])[CH:21]=[CH:22][CH:23]=1, predict the reaction product. The product is: [C:20]1([S:24]([NH2:27])(=[O:26])=[O:25])[CH:21]=[CH:22][CH:23]=[CH:18][CH:19]=1. (5) Given the reactants [Cl:1][C:2]1[CH:3]=[CH:4][C:5]2[N+:10]([O-:11])=[N:9][C:8](=[O:12])[N:7]([CH2:13][CH:14]=C)[C:6]=2[CH:16]=1.I([O-])(=O)(=O)=[O:18].[Na+], predict the reaction product. The product is: [Cl:1][C:2]1[CH:3]=[CH:4][C:5]2[N+:10]([O-:11])=[N:9][C:8](=[O:12])[N:7]([CH2:13][CH:14]=[O:18])[C:6]=2[CH:16]=1. (6) Given the reactants [Li+].[OH-].C[O:4][C:5](=[O:17])[C:6]1[CH:11]=[C:10]([CH2:12][O:13][CH3:14])[CH:9]=[C:8]([C:15]#[N:16])[CH:7]=1.Cl.O, predict the reaction product. The product is: [C:15]([C:8]1[CH:7]=[C:6]([CH:11]=[C:10]([CH2:12][O:13][CH3:14])[CH:9]=1)[C:5]([OH:17])=[O:4])#[N:16]. (7) Given the reactants [Cl:1][C:2]1[N:3]=[C:4]([O:29][CH3:30])[C:5]([N:8](COCCO[Si](C)(C)C)[S:9]([C:12]2[CH:17]=[CH:16][CH:15]=[C:14]([Cl:18])[C:13]=2[Cl:19])(=[O:11])=[O:10])=[N:6][CH:7]=1.[N:31]1[CH:36]=[CH:35][CH:34]=[C:33](CO)[CH:32]=1.[H-].[Na+].CN1CCC[C:43]1=[O:47], predict the reaction product. The product is: [ClH:1].[Cl:19][C:13]1[C:14]([Cl:18])=[CH:15][CH:16]=[CH:17][C:12]=1[S:9]([NH:8][C:5]1[C:4]([O:29][CH3:30])=[N:3][C:2]([O:47][CH2:43][C:36]2[CH:35]=[CH:34][CH:33]=[CH:32][N:31]=2)=[CH:7][N:6]=1)(=[O:10])=[O:11]. (8) Given the reactants [CH2:1]([N:8](C)[C:9]1[CH:10]=[C:11]([NH:16][C:17]2[N:22]=[C:21]([NH:23][C:24]3[CH:29]=[CH:28][CH:27]=[C:26]([O:30][CH2:31][C:32]([F:35])([F:34])[F:33])[C:25]=3[S:36]([NH2:39])(=[O:38])=[O:37])[CH:20]=[CH:19][N:18]=2)[CH:12]=[CH:13][C:14]=1[CH3:15])C1C=CC=CC=1.Cl, predict the reaction product. The product is: [CH3:15][C:14]1[CH:13]=[CH:12][C:11]([NH:16][C:17]2[N:22]=[C:21]([NH:23][C:24]3[CH:29]=[CH:28][CH:27]=[C:26]([O:30][CH2:31][C:32]([F:34])([F:35])[F:33])[C:25]=3[S:36]([NH2:39])(=[O:38])=[O:37])[CH:20]=[CH:19][N:18]=2)=[CH:10][C:9]=1[NH:8][CH3:1]. (9) Given the reactants [CH3:1][C:2]1[N:7]([C:8]2[CH:13]=[CH:12][CH:11]=[C:10]([C:14]([F:17])([F:16])[F:15])[CH:9]=2)[CH2:6][N:5](CC=O)[C:4](=[O:21])[C:3]=1[C:22]1[N:26]([C:27]2[CH:34]=[CH:33][C:30]([C:31]#[N:32])=[CH:29][CH:28]=2)[N:25]=[CH:24][CH:23]=1.N.C(O[BH-](O[C:46](=[O:48])[CH3:47])OC(=O)C)(=O)C.[Na+].[CH:50]([N:53](C(C)C)CC)(C)[CH3:51].C(OC(=O)C)(=[O:61])C, predict the reaction product. The product is: [C:31]([C:30]1[CH:29]=[CH:28][C:27]([N:26]2[C:22]([C:3]3[C:4](=[O:21])[N:5]([CH2:51][CH2:50][NH:53][C:46](=[O:48])[CH3:47])[C:6](=[O:61])[N:7]([C:8]4[CH:13]=[CH:12][CH:11]=[C:10]([C:14]([F:16])([F:17])[F:15])[CH:9]=4)[C:2]=3[CH3:1])=[CH:23][CH:24]=[N:25]2)=[CH:34][CH:33]=1)#[N:32]. (10) Given the reactants F[C:2]1[N:7]=[C:6]([CH2:8][N:9]2[C:13]3=[N:14][C:15]([NH:18][C:19]4[CH:20]=[N:21][N:22]([CH3:24])[CH:23]=4)=[N:16][CH:17]=[C:12]3[CH:11]=[N:10]2)[CH:5]=[CH:4][CH:3]=1.[NH:25]1[CH2:30][CH2:29][O:28][CH2:27][CH2:26]1, predict the reaction product. The product is: [CH3:24][N:22]1[CH:23]=[C:19]([NH:18][C:15]2[N:14]=[C:13]3[N:9]([CH2:8][C:6]4[CH:5]=[CH:4][CH:3]=[C:2]([N:25]5[CH2:30][CH2:29][O:28][CH2:27][CH2:26]5)[N:7]=4)[N:10]=[CH:11][C:12]3=[CH:17][N:16]=2)[CH:20]=[N:21]1.